Dataset: Full USPTO retrosynthesis dataset with 1.9M reactions from patents (1976-2016). Task: Predict the reactants needed to synthesize the given product. (1) The reactants are: C(=O)([O-])[O-].[K+].[K+].Cl.[NH2:8][OH:9].[CH3:10][O:11][C:12](=[O:23])[C:13]1[CH:18]=[CH:17][CH:16]=[CH:15][C:14]=1[S:19](Cl)(=[O:21])=[O:20].S(Cl)(Cl)(=O)=O. Given the product [CH3:10][O:11][C:12](=[O:23])[C:13]1[CH:18]=[CH:17][CH:16]=[CH:15][C:14]=1[S:19](=[O:21])(=[O:20])[NH:8][OH:9], predict the reactants needed to synthesize it. (2) Given the product [NH2:7][C:8]1[N:16]=[C:15]2[C:11]([N:12]=[CH:13][N:14]2[CH2:26][C:23]2[CH:24]=[CH:25][C:20]([O:19][CH3:18])=[CH:21][CH:22]=2)=[C:10]([Cl:17])[N:9]=1, predict the reactants needed to synthesize it. The reactants are: C(=O)([O-])[O-].[K+].[K+].[NH2:7][C:8]1[N:16]=[C:15]2[C:11]([N:12]=[CH:13][NH:14]2)=[C:10]([Cl:17])[N:9]=1.[CH3:18][O:19][C:20]1[CH:25]=[CH:24][C:23]([CH2:26]Cl)=[CH:22][CH:21]=1.